Dataset: Forward reaction prediction with 1.9M reactions from USPTO patents (1976-2016). Task: Predict the product of the given reaction. (1) Given the reactants [CH3:1][O:2][C:3]([C:5]1[CH:10]=[CH:9][C:8]([C:11]2[O:12][C:13]([CH3:24])=[C:14]([CH2:16][CH:17](C(O)=O)[C:18]([OH:20])=[O:19])[N:15]=2)=[CH:7][CH:6]=1)=[O:4], predict the reaction product. The product is: [CH3:1][O:2][C:3]([C:5]1[CH:6]=[CH:7][C:8]([C:11]2[O:12][C:13]([CH3:24])=[C:14]([CH2:16][CH2:17][C:18]([OH:20])=[O:19])[N:15]=2)=[CH:9][CH:10]=1)=[O:4]. (2) Given the reactants [C:1]1([C:7]2[CH:13]=[CH:12][CH:11]=[CH:10][C:8]=2[NH2:9])[CH:6]=[CH:5][CH:4]=[CH:3][CH:2]=1.[C:14](OC(=O)C)(=[O:16])[CH3:15], predict the reaction product. The product is: [C:1]1([C:7]2[CH:13]=[CH:12][CH:11]=[CH:10][C:8]=2[NH:9][C:14](=[O:16])[CH3:15])[CH:2]=[CH:3][CH:4]=[CH:5][CH:6]=1.